This data is from Forward reaction prediction with 1.9M reactions from USPTO patents (1976-2016). The task is: Predict the product of the given reaction. (1) Given the reactants [CH3:1][C:2]1([CH3:17])[C:10]2[C:5](=[CH:6][C:7]([N:11]3[CH2:16][CH2:15][O:14][CH2:13][CH2:12]3)=[CH:8][CH:9]=2)[NH:4][CH2:3]1.Cl[C:19]1[C:28]2[C:23](=[CH:24][CH:25]=[C:26]([Cl:29])[CH:27]=2)[N:22]=[C:21]([CH3:30])[C:20]=1[CH2:31][CH3:32].C(=O)([O-])[O-].[Cs+].[Cs+].C1C=CC(P(C2C(C3C(P(C4C=CC=CC=4)C4C=CC=CC=4)=CC=C4C=3C=CC=C4)=C3C(C=CC=C3)=CC=2)C2C=CC=CC=2)=CC=1, predict the reaction product. The product is: [Cl:29][C:26]1[CH:27]=[C:28]2[C:23](=[CH:24][CH:25]=1)[N:22]=[C:21]([CH3:30])[C:20]([CH2:31][CH3:32])=[C:19]2[N:4]1[C:5]2[C:10](=[CH:9][CH:8]=[C:7]([N:11]3[CH2:16][CH2:15][O:14][CH2:13][CH2:12]3)[CH:6]=2)[C:2]([CH3:17])([CH3:1])[CH2:3]1. (2) Given the reactants Br[C:2]1[CH:3]=[C:4]([NH:10][C:11]2[CH:12]=[C:13]3[C:19]([CH3:20])=[N:18][N:17]([CH3:21])[C:14]3=[CH:15][N:16]=2)[C:5](=[O:9])[N:6]([CH3:8])[CH:7]=1.[C:22]([O:25][CH2:26][C:27]1[C:28]([N:42]2[CH2:53][CH2:52][N:51]3[C:44](=[CH:45][C:46]4[CH2:47][C:48]([CH3:55])([CH3:54])[CH2:49][C:50]=43)[C:43]2=[O:56])=[N:29][CH:30]=[CH:31][C:32]=1B1OC(C)(C)C(C)(C)O1)(=[O:24])[CH3:23].[O-]P([O-])([O-])=O.[K+].[K+].[K+].C([O-])(=O)C.[Na+], predict the reaction product. The product is: [C:22]([O:25][CH2:26][C:27]1[C:28]([N:42]2[CH2:53][CH2:52][N:51]3[C:44](=[CH:45][C:46]4[CH2:47][C:48]([CH3:55])([CH3:54])[CH2:49][C:50]=43)[C:43]2=[O:56])=[N:29][CH:30]=[CH:31][C:32]=1[C:2]1[CH:3]=[C:4]([NH:10][C:11]2[CH:12]=[C:13]3[C:19]([CH3:20])=[N:18][N:17]([CH3:21])[C:14]3=[CH:15][N:16]=2)[C:5](=[O:9])[N:6]([CH3:8])[CH:7]=1)(=[O:24])[CH3:23]. (3) The product is: [Cl:1][C:2]1[CH:3]=[CH:4][C:5]([C:8]2[CH:9]=[C:10]([NH:20][C:28]([C:26]3[CH:25]=[CH:24][N:23]=[C:22]([CH3:21])[CH:27]=3)=[O:29])[CH:11]=[N:12][C:13]=2[O:14][CH2:15][C:16]([F:17])([F:18])[F:19])=[CH:6][CH:7]=1. Given the reactants [Cl:1][C:2]1[CH:7]=[CH:6][C:5]([C:8]2[CH:9]=[C:10]([NH2:20])[CH:11]=[N:12][C:13]=2[O:14][CH2:15][C:16]([F:19])([F:18])[F:17])=[CH:4][CH:3]=1.[CH3:21][C:22]1[CH:27]=[C:26]([C:28](O)=[O:29])[CH:25]=[CH:24][N:23]=1, predict the reaction product. (4) Given the reactants [Cl:1][C:2]1[C:3]([N:9]2[CH2:14][CH2:13][NH:12][C@H:11]([CH3:15])[CH2:10]2)=[N:4][CH:5]=[C:6]([Cl:8])[CH:7]=1.[Br:16][C:17]1[C:22]2[NH:23][C:24](Cl)=[N:25][C:21]=2[CH:20]=[C:19]([C:27]([F:30])([F:29])[F:28])[CH:18]=1, predict the reaction product. The product is: [Br:16][C:17]1[C:22]2[N:23]=[C:24]([N:12]3[CH2:13][CH2:14][N:9]([C:3]4[C:2]([Cl:1])=[CH:7][C:6]([Cl:8])=[CH:5][N:4]=4)[CH2:10][C@H:11]3[CH3:15])[NH:25][C:21]=2[CH:20]=[C:19]([C:27]([F:30])([F:29])[F:28])[CH:18]=1. (5) Given the reactants [Br:1][C:2]1[CH:7]=[C:6]([F:8])[C:5]([F:9])=[CH:4][C:3]=1[CH2:10]Cl.C(=O)([O-])[O-].[Cs+].[Cs+].[C:18]([NH:22][CH3:23])([CH3:21])([CH3:20])[CH3:19], predict the reaction product. The product is: [Br:1][C:2]1[CH:7]=[C:6]([F:8])[C:5]([F:9])=[CH:4][C:3]=1[CH2:10][N:22]([C:18]([CH3:21])([CH3:20])[CH3:19])[CH3:23].